From a dataset of Catalyst prediction with 721,799 reactions and 888 catalyst types from USPTO. Predict which catalyst facilitates the given reaction. (1) Reactant: [C:1]([C:5]1[CH:6]=[C:7]([CH:9]=[C:10]([C:12]([CH3:15])([CH3:14])[CH3:13])[CH:11]=1)[NH2:8])([CH3:4])([CH3:3])[CH3:2].[Cl-].[Al+3].[Cl-].[Cl-].[C:20]1([C:37]2[CH:42]=[CH:41][CH:40]=[CH:39][CH:38]=2)[CH:25]=[CH:24][CH:23]=[CH:22][C:21]=1[C:26]1O[C:28]([C:31]2[CH:36]=[CH:35][CH:34]=[CH:33][CH:32]=2)=[N:29][N:30]=1. Product: [C:20]1([C:37]2[CH:38]=[CH:39][CH:40]=[CH:41][CH:42]=2)[CH:25]=[CH:24][CH:23]=[CH:22][C:21]=1[C:26]1[N:8]([C:7]2[CH:6]=[C:5]([C:1]([CH3:4])([CH3:3])[CH3:2])[CH:11]=[C:10]([C:12]([CH3:15])([CH3:14])[CH3:13])[CH:9]=2)[C:28]([C:31]2[CH:32]=[CH:33][CH:34]=[CH:35][CH:36]=2)=[N:29][N:30]=1. The catalyst class is: 37. (2) Reactant: [CH:1]([C:4]1[CH:9]=[CH:8][C:7]([C:10](=[O:12])[CH3:11])=[CH:6][CH:5]=1)([CH3:3])[CH3:2].[C:13]([O:18][CH2:19][CH3:20])(=[O:17])[C:14]([O-])=[O:15]. Product: [CH3:2][CH:1]([C:4]1[CH:9]=[CH:8][C:7]([C:10](=[O:12])[CH2:11][C:14](=[O:15])[C:13]([O:18][CH2:19][CH3:20])=[O:17])=[CH:6][CH:5]=1)[CH3:3]. The catalyst class is: 14. (3) Reactant: [O:1]1[CH:5]=[CH:4][CH:3]=[C:2]1[CH2:6][N:7]([CH2:23][C:24]1[CH:29]=[CH:28][C:27]([S:30][C:31]([CH3:40])([CH3:39])[C:32]([O:34]C(C)(C)C)=[O:33])=[CH:26][CH:25]=1)[CH2:8][C:9]1[O:13][N:12]=[C:11]([C:14]2[CH:19]=[CH:18][C:17]([O:20][CH3:21])=[CH:16][C:15]=2[CH3:22])[CH:10]=1. Product: [O:1]1[CH:5]=[CH:4][CH:3]=[C:2]1[CH2:6][N:7]([CH2:23][C:24]1[CH:25]=[CH:26][C:27]([S:30][C:31]([CH3:40])([CH3:39])[C:32]([OH:34])=[O:33])=[CH:28][CH:29]=1)[CH2:8][C:9]1[O:13][N:12]=[C:11]([C:14]2[CH:19]=[CH:18][C:17]([O:20][CH3:21])=[CH:16][C:15]=2[CH3:22])[CH:10]=1. The catalyst class is: 89. (4) Reactant: [NH2:1][C:2]([C:4]1[CH:5]=[C:6](Br)[CH:7]=[C:8]2[C:12]=1[NH:11][N:10]=[C:9]2[CH:13]1[CH2:18][CH2:17][N:16]([C:19]([O:21][C:22]([CH3:25])([CH3:24])[CH3:23])=[O:20])[CH2:15][CH2:14]1)=[O:3].[N:27]1[CH:32]=[CH:31][CH:30]=[C:29](B(O)O)[CH:28]=1.C(=O)([O-])[O-].[K+].[K+]. Product: [NH2:1][C:2]([C:4]1[CH:5]=[C:6]([C:29]2[CH:28]=[N:27][CH:32]=[CH:31][CH:30]=2)[CH:7]=[C:8]2[C:12]=1[NH:11][N:10]=[C:9]2[CH:13]1[CH2:18][CH2:17][N:16]([C:19]([O:21][C:22]([CH3:25])([CH3:24])[CH3:23])=[O:20])[CH2:15][CH2:14]1)=[O:3]. The catalyst class is: 70.